Dataset: Peptide-MHC class I binding affinity with 185,985 pairs from IEDB/IMGT. Task: Regression. Given a peptide amino acid sequence and an MHC pseudo amino acid sequence, predict their binding affinity value. This is MHC class I binding data. (1) The peptide sequence is FPLTQRDVL. The MHC is HLA-B08:01 with pseudo-sequence HLA-B08:01. The binding affinity (normalized) is 0.536. (2) The peptide sequence is QSYLTKFL. The MHC is H-2-Kb with pseudo-sequence H-2-Kb. The binding affinity (normalized) is 0.378. (3) The peptide sequence is ILQMREIIT. The MHC is HLA-A68:02 with pseudo-sequence HLA-A68:02. The binding affinity (normalized) is 0.348. (4) The peptide sequence is TAYCPLQHW. The MHC is HLA-B18:01 with pseudo-sequence HLA-B18:01. The binding affinity (normalized) is 0.213. (5) The peptide sequence is LEHGLYPQL. The MHC is HLA-A26:01 with pseudo-sequence HLA-A26:01. The binding affinity (normalized) is 0.0847. (6) The peptide sequence is YMYIMKLHH. The MHC is HLA-A29:02 with pseudo-sequence HLA-A29:02. The binding affinity (normalized) is 0.669. (7) The peptide sequence is AMAGGIGVL. The MHC is HLA-A02:01 with pseudo-sequence HLA-A02:01. The binding affinity (normalized) is 0.571.